Dataset: Reaction yield outcomes from USPTO patents with 853,638 reactions. Task: Predict the reaction yield, written as a fraction of the theoretical maximum amount of product (1.0 means a 100% yield; for example, 0.34 means a 34% yield). (1) The reactants are [CH2:1]([CH:3]([C:6]1[C:7]2[N:8]([C:13]([C:17]3[S:21][C:20]([NH:22][NH2:23])=[N:19][C:18]=3[CH3:24])=[C:14]([CH3:16])[N:15]=2)[N:9]=[C:10]([CH3:12])[CH:11]=1)[CH2:4][CH3:5])[CH3:2].[CH3:25][C:26](=O)[CH2:27][C:28](=O)[CH3:29]. The catalyst is CC(O)=O. The product is [CH3:25][C:26]1[CH:27]=[C:28]([CH3:29])[N:22]([C:20]2[S:21][C:17]([C:13]3[N:8]4[N:9]=[C:10]([CH3:12])[CH:11]=[C:6]([CH:3]([CH2:4][CH3:5])[CH2:1][CH3:2])[C:7]4=[N:15][C:14]=3[CH3:16])=[C:18]([CH3:24])[N:19]=2)[N:23]=1. The yield is 0.700. (2) The reactants are [CH3:1][N:2]([C:9]1[CH:14]=[CH:13][C:12]([C@@H:15]2[O:20][CH2:19][CH2:18][NH:17][CH2:16]2)=[CH:11][CH:10]=1)[C:3]1[CH:8]=[CH:7][CH:6]=[CH:5][N:4]=1.Cl[C:22]1[N:23]([CH3:35])[C:24](=[O:34])[CH:25]=[C:26]([C:28]2[CH:33]=[CH:32][N:31]=[CH:30][CH:29]=2)[N:27]=1.C(N(CC)CC)C. The catalyst is O1CCCC1. The product is [CH3:35][N:23]1[C:24](=[O:34])[CH:25]=[C:26]([C:28]2[CH:33]=[CH:32][N:31]=[CH:30][CH:29]=2)[N:27]=[C:22]1[N:17]1[CH2:18][CH2:19][O:20][C@@H:15]([C:12]2[CH:11]=[CH:10][C:9]([N:2]([CH3:1])[C:3]3[CH:8]=[CH:7][CH:6]=[CH:5][N:4]=3)=[CH:14][CH:13]=2)[CH2:16]1. The yield is 0.130. (3) The reactants are [CH2:1]([S:3]([N:6]1[CH2:11][CH2:10][CH:9]([C:12]2[C:20]3[C:15](=[C:16]([C:29]([NH2:31])=[O:30])[CH:17]=[C:18]([C:21]4[CH:26]=[CH:25][CH:24]=[C:23]([CH:27]=O)[CH:22]=4)[CH:19]=3)[NH:14][CH:13]=2)[CH2:8][CH2:7]1)(=[O:5])=[O:4])[CH3:2].[N:32]1([C:38]2([CH2:44][NH2:45])[CH2:43][CH2:42][CH2:41][CH2:40][CH2:39]2)[CH2:37][CH2:36][CH2:35][CH2:34][CH2:33]1.[BH-](OC(C)=O)(OC(C)=O)OC(C)=O.[Na+]. No catalyst specified. The product is [CH2:1]([S:3]([N:6]1[CH2:7][CH2:8][CH:9]([C:12]2[C:20]3[C:15](=[C:16]([C:29]([NH2:31])=[O:30])[CH:17]=[C:18]([C:21]4[CH:26]=[CH:25][CH:24]=[C:23]([CH2:27][NH:45][CH2:44][C:38]5([N:32]6[CH2:37][CH2:36][CH2:35][CH2:34][CH2:33]6)[CH2:39][CH2:40][CH2:41][CH2:42][CH2:43]5)[CH:22]=4)[CH:19]=3)[NH:14][CH:13]=2)[CH2:10][CH2:11]1)(=[O:5])=[O:4])[CH3:2]. The yield is 0.270. (4) The reactants are [F:1][C:2]1[CH:7]=[CH:6][C:5]([F:8])=[CH:4][C:3]=1[C@H:9]1[CH2:11][C@@H:10]1[CH2:12][OH:13].Cl[C:15]1[CH:20]=[CH:19][N:18]2[C:21]([CH2:24][CH:25]3[CH2:27][CH2:26]3)=[N:22][N:23]=[C:17]2[C:16]=1[C:28]([F:31])([F:30])[F:29]. No catalyst specified. The product is [CH:25]1([CH2:24][C:21]2[N:18]3[CH:19]=[CH:20][C:15]([O:13][CH2:12][C@H:10]4[CH2:11][C@@H:9]4[C:3]4[CH:4]=[C:5]([F:8])[CH:6]=[CH:7][C:2]=4[F:1])=[C:16]([C:28]([F:29])([F:30])[F:31])[C:17]3=[N:23][N:22]=2)[CH2:27][CH2:26]1. The yield is 0.0800.